Task: Predict the product of the given reaction.. Dataset: Forward reaction prediction with 1.9M reactions from USPTO patents (1976-2016) (1) Given the reactants [CH3:1][O:2][CH:3]([O:40][CH3:41])[CH2:4][N:5]([C:12]1[CH:17]=[CH:16][CH:15]=[CH:14][C:13]=1[C:18](=[O:39])[CH2:19][CH2:20][CH:21]1[CH2:26][CH2:25][N:24]([CH2:27][C:28]2[S:32][C:31]([C:33]3[CH:38]=[CH:37][CH:36]=[CH:35][N:34]=3)=[N:30][CH:29]=2)[CH2:23][CH2:22]1)[C:6](=O)[C:7]([O:9][CH3:10])=[O:8].C(=O)([O-])[O-].[K+].[K+], predict the reaction product. The product is: [CH3:1][O:2][CH:3]([O:40][CH3:41])[CH2:4][N:5]1[C:12]2[C:13](=[CH:14][CH:15]=[CH:16][CH:17]=2)[C:18](=[O:39])[C:19]([CH2:20][CH:21]2[CH2:22][CH2:23][N:24]([CH2:27][C:28]3[S:32][C:31]([C:33]4[CH:38]=[CH:37][CH:36]=[CH:35][N:34]=4)=[N:30][CH:29]=3)[CH2:25][CH2:26]2)=[C:6]1[C:7]([O:9][CH3:10])=[O:8]. (2) Given the reactants [N+:1]([C:4]1[C:10]([OH:11])=[CH:9][CH:8]=[CH:7][C:5]=1[OH:6])([O-])=O.C(N(CC)CC)C.[C:19](Cl)(=[O:21])[CH3:20].[OH-].[Na+], predict the reaction product. The product is: [OH:6][C:5]1[CH:7]=[CH:8][CH:9]=[C:10]([OH:11])[C:4]=1[NH:1][C:19](=[O:21])[CH3:20]. (3) Given the reactants Cl.[NH2:2][C@H:3]([C:5]([O:7][CH3:8])=[O:6])[CH3:4].Cl[C:10]1[C:15]([N+:16]([O-:18])=[O:17])=[CH:14][CH:13]=[CH:12][N:11]=1.C(N(CC)CC)C, predict the reaction product. The product is: [N+:16]([C:15]1[C:10]([NH:2][C@H:3]([C:5]([O:7][CH3:8])=[O:6])[CH3:4])=[N:11][CH:12]=[CH:13][CH:14]=1)([O-:18])=[O:17]. (4) Given the reactants [CH2:1]([NH2:3])[CH3:2].[C:4]([C:7]1[CH:15]=[CH:14][CH:13]=[C:12]2[C:8]=1[CH2:9][C:10](=[O:16])[NH:11]2)(O)=[O:5].C1CN([P+](ON2N=NC3C=CC=CC2=3)(N2CCCC2)N2CCCC2)CC1.F[P-](F)(F)(F)(F)F, predict the reaction product. The product is: [CH2:1]([NH:3][C:4]([C:7]1[C:8]2[CH2:9][C:10](=[O:16])[NH:11][C:12]=2[CH:13]=[CH:14][CH:15]=1)=[O:5])[CH3:2].